This data is from Full USPTO retrosynthesis dataset with 1.9M reactions from patents (1976-2016). The task is: Predict the reactants needed to synthesize the given product. (1) Given the product [C:23]([CH:7]1[C:8]2[C:3](=[C:2]([Br:1])[CH:11]=[CH:10][CH:9]=2)[CH2:4][CH2:5][C:6]1([NH2:15])[C:12]([OH:14])=[O:13])([O:24][CH2:25][CH:26]1[C:27]2[C:32](=[CH:31][CH:30]=[CH:29][CH:28]=2)[C:33]2[C:38]1=[CH:37][CH:36]=[CH:35][CH:34]=2)=[O:39], predict the reactants needed to synthesize it. The reactants are: [Br:1][C:2]1[CH:11]=[CH:10][CH:9]=[C:8]2[C:3]=1[CH2:4][CH2:5][C:6]([NH2:15])([C:12]([OH:14])=[O:13])[CH2:7]2.C(N(CC)CC)C.[C:23](=O)([O:39]N1C(=O)CCC1=O)[O:24][CH2:25][CH:26]1[C:38]2[CH:37]=[CH:36][CH:35]=[CH:34][C:33]=2[C:32]2[C:27]1=[CH:28][CH:29]=[CH:30][CH:31]=2. (2) Given the product [C:1]([O:5][C:6]([N:8]1[CH2:13][CH2:12][CH2:11][C@@H:10]([O:14][C:26]2[CH:25]=[N:24][CH:23]=[C:22]([CH:27]=2)[C:21]([O:20][CH3:19])=[O:29])[CH2:9]1)=[O:7])([CH3:4])([CH3:3])[CH3:2], predict the reactants needed to synthesize it. The reactants are: [C:1]([O:5][C:6]([N:8]1[CH2:13][CH2:12][CH2:11][C@H:10]([O:14]S(C)(=O)=O)[CH2:9]1)=[O:7])([CH3:4])([CH3:3])[CH3:2].[CH3:19][O:20][C:21](=[O:29])[C:22]1[CH:27]=[C:26](O)[CH:25]=[N:24][CH:23]=1.C([O-])([O-])=O.[Cs+].[Cs+]. (3) Given the product [ClH:1].[ClH:1].[OH:63][CH:60]1[CH2:61][CH2:62][N:57]([C@@H:55]([CH3:54])[CH2:13][N:14]2[CH2:19][CH2:18][CH:17]([NH:20][C:21]([C:23]3[NH:24][C:25]4[C:30]([CH:31]=3)=[C:29]([O:32][CH2:33][C:34]3[C:38]5[CH:39]=[CH:40][C:41]([F:43])=[CH:42][C:37]=5[O:36][CH:35]=3)[CH:28]=[CH:27][CH:26]=4)=[O:22])[CH2:16][CH2:15]2)[CH2:58][CH2:59]1, predict the reactants needed to synthesize it. The reactants are: [ClH:1].Cl.[C@H]1([CH2:13][N:14]2[CH2:19][CH2:18][CH:17]([NH:20][C:21]([C:23]3[NH:24][C:25]4[C:30]([CH:31]=3)=[C:29]([O:32][CH2:33][C:34]3[C:38]5[CH:39]=[CH:40][C:41]([F:43])=[CH:42][C:37]=5[O:36][CH:35]=3)[CH:28]=[CH:27][CH:26]=4)=[O:22])[CH2:16][CH2:15]2)[C@@H]2N(CCCC2)CCC1.Cl.Cl.Cl.NC1CCN([CH2:54][C@@H:55]([N:57]2[CH2:62][CH2:61][CH:60]([OH:63])[CH2:59][CH2:58]2)C)CC1. (4) Given the product [NH2:29][C:3]1[CH:4]=[C:5]2[C:9](=[CH:10][CH:2]=1)[C:8](=[O:11])[N:7]([C:12]([O:14][C:15]([CH3:18])([CH3:17])[CH3:16])=[O:13])[CH2:6]2, predict the reactants needed to synthesize it. The reactants are: N[C:2]1[CH:10]=[C:9]2[C:5]([CH2:6][N:7]([C:12]([O:14][C:15]([CH3:18])([CH3:17])[CH3:16])=[O:13])[C:8]2=[O:11])=[CH:4][CH:3]=1.CC1C=C([N+:29]([O-])=O)C=CC=1C(O)=O. (5) Given the product [CH:40]([O:55][CH:26]([CH3:25])[CH3:21])([CH3:39])[CH3:32].[F:1][C:2]1[CH:3]=[CH:4][C:5]([S:27]([CH3:30])(=[O:29])=[O:28])=[C:6]([S:8]([NH:11][C:12]2[CH:13]=[C:14]3[C:18](=[CH:19][CH:20]=2)[NH:17][N:16]=[C:15]3[C:21]2[CH:26]=[CH:25][CH:24]=[CH:23][CH:22]=2)(=[O:10])=[O:9])[CH:7]=1, predict the reactants needed to synthesize it. The reactants are: [F:1][C:2]1[CH:3]=[CH:4][C:5]([S:27]([CH3:30])(=[O:29])=[O:28])=[C:6]([S:8]([NH:11][C:12]2[CH:13]=[C:14]3[C:18](=[CH:19][CH:20]=2)[NH:17][N:16]=[C:15]3[C:21]2[CH:26]=[CH:25][CH:24]=[CH:23][CH:22]=2)(=[O:10])=[O:9])[CH:7]=1.N[C:32]1C=C2C(=[CH:39][CH:40]=1)NN=C2C1C=CC=CC=1.FC1C=CC(S(C)(=O)=O)=C(S(Cl)(=O)=[O:55])C=1.